Dataset: Reaction yield outcomes from USPTO patents with 853,638 reactions. Task: Predict the reaction yield, written as a fraction of the theoretical maximum amount of product (1.0 means a 100% yield; for example, 0.34 means a 34% yield). (1) The reactants are [CH3:1][S:2][C:3]1[N:8]=[C:7]([C:9]([NH2:11])=[O:10])[C:6]([C:12]#[C:13][CH3:14])=[CH:5][N:4]=1.CC1C=CC(S(O)(=O)=O)=CC=1. The catalyst is C1(C)C=CC=CC=1. The product is [CH3:14][C:13]1[NH:11][C:9](=[O:10])[C:7]2[N:8]=[C:3]([S:2][CH3:1])[N:4]=[CH:5][C:6]=2[CH:12]=1. The yield is 0.560. (2) The reactants are [F:1][C:2]([F:14])([F:13])[C:3]1[CH:8]=[CH:7][C:6](/[CH:9]=[CH:10]/[CH2:11]O)=[CH:5][CH:4]=1.C1(P(C2C=CC=CC=2)C2C=CC=CC=2)C=CC=CC=1.C(Br)(Br)(Br)[Br:35].O. The catalyst is CC(N(C)C)=O. The product is [Br:35][CH2:11]/[CH:10]=[CH:9]/[C:6]1[CH:7]=[CH:8][C:3]([C:2]([F:14])([F:13])[F:1])=[CH:4][CH:5]=1. The yield is 0.950.